This data is from Reaction yield outcomes from USPTO patents with 853,638 reactions. The task is: Predict the reaction yield, written as a fraction of the theoretical maximum amount of product (1.0 means a 100% yield; for example, 0.34 means a 34% yield). (1) The reactants are [CH2:1]([N:4]1[CH:8]=[C:7]([C:9]([C:15]2[CH:16]=[C:17]3[C:21](=[CH:22][CH:23]=2)[N:20]([C:24]2[CH:29]=[CH:28][C:27]([F:30])=[CH:26][CH:25]=2)[N:19]=[CH:18]3)([OH:14])[C:10]([F:13])([F:12])[F:11])[CH:6]=[C:5]1[C:31](O)=[O:32])[CH:2]=[CH2:3].[CH2:34]([N:36](CC)[CH2:37]C)C.C1CN([P+](ON2N=NC3C=CC=CC2=3)(N2CCCC2)N2CCCC2)CC1.F[P-](F)(F)(F)(F)F.CNC. The catalyst is CN(C=O)C.[Cl-].[Na+].O.O. The product is [CH3:34][N:36]([CH3:37])[C:31]([C:5]1[N:4]([CH2:1][CH:2]=[CH2:3])[CH:8]=[C:7]([C:9]([C:15]2[CH:16]=[C:17]3[C:21](=[CH:22][CH:23]=2)[N:20]([C:24]2[CH:29]=[CH:28][C:27]([F:30])=[CH:26][CH:25]=2)[N:19]=[CH:18]3)([OH:14])[C:10]([F:11])([F:12])[F:13])[CH:6]=1)=[O:32]. The yield is 0.840. (2) The reactants are C([Li])C[CH2:3][CH3:4].[CH2:6]1[CH2:10][O:9][CH2:8][CH2:7]1.[CH3:11][N:12](C=O)C.[Cl-].[NH4+].[C:18]([O:21][CH2:22][CH3:23])(=[O:20])[CH3:19]. The catalyst is C1(C)C=CC=CC=1.O. The product is [CH2:22]([O:21][CH:18]([O:20][CH2:3][CH3:4])[C:19]1[CH:8]=[CH:7][C:6]([CH:10]=[O:9])=[N:12][CH:11]=1)[CH3:23]. The yield is 0.320. (3) The reactants are [NH2:1][C@@H:2]([C:6]1[N:11]([CH2:12][C:13]2[CH:18]=[CH:17][CH:16]=[CH:15][CH:14]=2)[C:10](=[O:19])[C:9]([CH3:20])=[C:8]([CH3:21])[N:7]=1)[CH:3]([CH3:5])[CH3:4].C(N(CC)CC)C.[CH3:29][C:30]1[CH:38]=[CH:37][C:33]([C:34](Cl)=[O:35])=[CH:32][CH:31]=1. The catalyst is C(Cl)Cl. The product is [CH2:12]([N:11]1[C:10](=[O:19])[C:9]([CH3:20])=[C:8]([CH3:21])[N:7]=[C:6]1[C@H:2]([NH:1][C:34](=[O:35])[C:33]1[CH:37]=[CH:38][C:30]([CH3:29])=[CH:31][CH:32]=1)[CH:3]([CH3:4])[CH3:5])[C:13]1[CH:14]=[CH:15][CH:16]=[CH:17][CH:18]=1. The yield is 0.720. (4) The reactants are [OH:1][C:2]1[CH:7]=[CH:6][C:5]([CH2:8][CH2:9][CH2:10][N:11]2[CH2:16][CH2:15][CH:14]([OH:17])[CH2:13][CH2:12]2)=[CH:4][CH:3]=1.BrCCCC1C=CC(O)=CC=1.Cl.OC1CCNCC1.C(N(CC)C(C)C)(C)C.Cl[C:47]1[O:48][C:49]2[CH:55]=[CH:54][CH:53]=[CH:52][C:50]=2[N:51]=1.C([O-])([O-])=O.[Cs+].[Cs+]. The catalyst is CC#N.C(Cl)Cl.CC(C)=O.C(OCC)C. The product is [O:48]1[C:49]2[CH:55]=[CH:54][CH:53]=[CH:52][C:50]=2[N:51]=[C:47]1[O:1][C:2]1[CH:7]=[CH:6][C:5]([CH2:8][CH2:9][CH2:10][N:11]2[CH2:12][CH2:13][CH:14]([OH:17])[CH2:15][CH2:16]2)=[CH:4][CH:3]=1. The yield is 0.164. (5) The reactants are [N+:1]([C:4]1[CH:5]=[C:6]2[C:10](=[CH:11][CH:12]=1)[NH:9][CH:8]=[CH:7]2)([O-:3])=[O:2].[Al+3].[Cl-].[Cl-].[Cl-].Br[C:18]([CH3:21])([CH3:20])[CH3:19]. The catalyst is C(Cl)Cl. The product is [C:18]([C:7]1[C:6]2[C:10](=[CH:11][CH:12]=[C:4]([N+:1]([O-:3])=[O:2])[CH:5]=2)[NH:9][CH:8]=1)([CH3:21])([CH3:20])[CH3:19]. The yield is 0.310. (6) The reactants are [N+:1]([C:4]1[CH:9]=[CH:8][C:7]([CH2:10][CH2:11][C:12]([OH:14])=O)=[CH:6][CH:5]=1)([O-])=O.C(C1NC=CN=1)(C1NC=CN=1)=O.[CH3:27][S:28]([NH2:31])(=[O:30])=[O:29].C1CCN2C(=NCCC2)CC1. The catalyst is CN(C=O)C. The product is [NH2:1][C:4]1[CH:9]=[CH:8][C:7]([CH2:10][CH2:11][C:12]([NH:31][S:28]([CH3:27])(=[O:30])=[O:29])=[O:14])=[CH:6][CH:5]=1. The yield is 0.350. (7) The reactants are [Cl:1][C:2]1[CH:3]=[C:4]2[C:10]([C:11]3[N:16]=[C:15]([NH:17][C@H:18]4[CH2:22][CH2:21][N:20]([S:23]([CH3:26])(=[O:25])=[O:24])[CH2:19]4)[C:14]([F:27])=[CH:13][N:12]=3)=[CH:9][NH:8][C:5]2=[N:6][CH:7]=1.[CH2:28](S(Cl)(=O)=O)[CH2:29][CH2:30]C. No catalyst specified. The product is [CH2:26]([S:23]([N:20]1[CH2:21][CH2:22][C@H:18]([NH:17][C:15]2[C:14]([F:27])=[CH:13][N:12]=[C:11]([C:10]3[C:4]4[C:5](=[N:6][CH:7]=[C:2]([Cl:1])[CH:3]=4)[NH:8][CH:9]=3)[N:16]=2)[CH2:19]1)(=[O:24])=[O:25])[CH2:28][CH2:29][CH3:30]. The yield is 0.450. (8) The reactants are [C:1]([C:4]1[CH:9]=[C:8]([C:10]2[CH:15]=[CH:14][C:13]([O:16][C:17]3[CH:22]=[CH:21][C:20]([F:23])=[CH:19][CH:18]=3)=[CH:12][CH:11]=2)[N:7]=[C:6]([NH:24][C@@H:25]([CH3:30])[C:26]([O:28]C)=O)[N:5]=1)(=[O:3])[NH2:2].CO.[NH3:33]. No catalyst specified. The product is [NH2:33][C:26](=[O:28])[C@@H:25]([NH:24][C:6]1[N:5]=[C:4]([C:1]([NH2:2])=[O:3])[CH:9]=[C:8]([C:10]2[CH:15]=[CH:14][C:13]([O:16][C:17]3[CH:18]=[CH:19][C:20]([F:23])=[CH:21][CH:22]=3)=[CH:12][CH:11]=2)[N:7]=1)[CH3:30]. The yield is 0.810.